This data is from Full USPTO retrosynthesis dataset with 1.9M reactions from patents (1976-2016). The task is: Predict the reactants needed to synthesize the given product. Given the product [F:23][C:24]1[CH:25]=[C:26]([C:2]2[CH:22]=[CH:21][C:5]3[NH:6][C:7]([NH:9][C:10]4[CH:11]=[CH:12][CH:13]=[C:14]5[C:19]=4[CH2:18][CH:17]([OH:20])[CH2:16][CH2:15]5)=[N:8][C:4]=3[CH:3]=2)[CH:27]=[C:28]([F:31])[C:29]=1[F:30], predict the reactants needed to synthesize it. The reactants are: Br[C:2]1[CH:22]=[CH:21][C:5]2[NH:6][C:7]([NH:9][C:10]3[CH:11]=[CH:12][CH:13]=[C:14]4[C:19]=3[CH2:18][CH:17]([OH:20])[CH2:16][CH2:15]4)=[N:8][C:4]=2[CH:3]=1.[F:23][C:24]1[CH:25]=[C:26](B(O)O)[CH:27]=[C:28]([F:31])[C:29]=1[F:30].